Dataset: Forward reaction prediction with 1.9M reactions from USPTO patents (1976-2016). Task: Predict the product of the given reaction. (1) The product is: [NH2:1][C:2]1[C:7]([C:8]([NH:10][C@@H:11]([CH3:14])[CH2:12][Cl:18])=[O:9])=[C:6]([Cl:15])[N:5]=[CH:4][N:3]=1. Given the reactants [NH2:1][C:2]1[C:7]([C:8]([NH:10][C@@H:11]([CH3:14])[CH2:12]O)=[O:9])=[C:6]([Cl:15])[N:5]=[CH:4][N:3]=1.O=S(Cl)[Cl:18], predict the reaction product. (2) Given the reactants [F:1][C:2]([F:7])([F:6])[C:3]([O-:5])=[O:4].[Na+].[Cl-].[CH3:10][N+:11]1([CH2:16][O:17][CH3:18])[CH2:15][CH2:14][CH2:13][CH2:12]1, predict the reaction product. The product is: [F:1][C:2]([F:7])([F:6])[C:3]([O-:5])=[O:4].[CH3:18][O:17][CH2:16][N+:11]1([CH3:10])[CH2:15][CH2:14][CH2:13][CH2:12]1.